Dataset: Catalyst prediction with 721,799 reactions and 888 catalyst types from USPTO. Task: Predict which catalyst facilitates the given reaction. (1) Reactant: C1(S([N:10]2[C:14]3[CH:15]=[N:16][CH:17]=[C:18]([OH:19])[C:13]=3[C:12]3[CH:20]=[C:21]([Br:24])[CH:22]=[N:23][C:11]2=3)(=O)=O)C=CC=CC=1. Product: [Br:24][C:21]1[CH:22]=[N:23][C:11]2[NH:10][C:14]3[CH:15]=[N:16][CH:17]=[C:18]([OH:19])[C:13]=3[C:12]=2[CH:20]=1. The catalyst class is: 33. (2) Reactant: [CH3:1][N:2]([CH3:15])[CH2:3][CH2:4][CH2:5][C:6]#[C:7][C:8]1[CH:9]=[N:10][C:11]([NH2:14])=[N:12][CH:13]=1.[F:16][C:17]([F:29])([F:28])[C:18]1[CH:23]=[CH:22][C:21]([S:24](Cl)(=[O:26])=[O:25])=[CH:20][CH:19]=1. Product: [CH3:15][N:2]([CH3:1])[CH2:3][CH2:4][CH2:5][C:6]#[C:7][C:8]1[CH:9]=[N:10][C:11]([NH:14][S:24]([C:21]2[CH:20]=[CH:19][C:18]([C:17]([F:16])([F:28])[F:29])=[CH:23][CH:22]=2)(=[O:26])=[O:25])=[N:12][CH:13]=1. The catalyst class is: 17. (3) Reactant: [CH3:1][O:2][C:3](=[O:19])[C:4]1[CH:9]=[C:8](I)[C:7]([C:11]([F:14])([F:13])[F:12])=[CH:6][C:5]=1[NH:15][C:16](=[O:18])[CH3:17].C([Sn](CCCC)(CCCC)[C:25]1[O:26][CH2:27][CH2:28][CH:29]=1)CCC.CCN(CC)CC. Product: [CH3:1][O:2][C:3](=[O:19])[C:4]1[CH:9]=[C:8]([C:25]2[O:26][CH2:27][CH2:28][CH:29]=2)[C:7]([C:11]([F:14])([F:13])[F:12])=[CH:6][C:5]=1[NH:15][C:16](=[O:18])[CH3:17]. The catalyst class is: 77. (4) Reactant: CN[C:3]([C:5]1[CH:10]=[C:9]([O:11][C:12]2[CH:17]=[CH:16][C:15]([NH:18][C:19]([NH:21][C:22]3[CH:27]=[C:26]([C:28]([F:31])([F:30])[F:29])[N:25]=[CH:24][N:23]=3)=[O:20])=[C:14](F)[CH:13]=2)[CH:8]=[CH:7][N:6]=1)=O.CNC(C1C(OC2C=CC(N)=C(F)C=2)=CC=CN=1)=O.CC1C=C(OC2C=CC(N)=CC=2)C=CN=1. Product: [F:31][C:28]([F:29])([F:30])[C:26]1[N:25]=[CH:24][N:23]=[C:22]([NH:21][C:19](=[O:20])[NH:18][C:15]2[CH:16]=[CH:17][C:12]([O:11][C:9]3[CH:8]=[CH:7][N:6]=[C:5]([CH3:3])[CH:10]=3)=[CH:13][CH:14]=2)[CH:27]=1. The catalyst class is: 25.